This data is from Full USPTO retrosynthesis dataset with 1.9M reactions from patents (1976-2016). The task is: Predict the reactants needed to synthesize the given product. (1) Given the product [F:33][C:2]([F:1])([F:32])[C:3]1[CH:8]=[C:7]([C:9]2[CH:14]=[CH:13][C:12]([C:15]([F:18])([F:17])[F:16])=[CH:11][CH:10]=2)[N:6]=[C:5]([C:19]2[CH:20]=[C:21]([C:25]3[CH:30]=[CH:29][CH:28]=[C:27]([NH:31][S:42]([CH3:41])(=[O:44])=[O:43])[CH:26]=3)[CH:22]=[CH:23][CH:24]=2)[N:4]=1, predict the reactants needed to synthesize it. The reactants are: [F:1][C:2]([F:33])([F:32])[C:3]1[CH:8]=[C:7]([C:9]2[CH:14]=[CH:13][C:12]([C:15]([F:18])([F:17])[F:16])=[CH:11][CH:10]=2)[N:6]=[C:5]([C:19]2[CH:20]=[C:21]([C:25]3[CH:30]=[CH:29][CH:28]=[C:27]([NH2:31])[CH:26]=3)[CH:22]=[CH:23][CH:24]=2)[N:4]=1.C(N(CC)CC)C.[CH3:41][S:42](Cl)(=[O:44])=[O:43].C([O-])(O)=O.[Na+]. (2) The reactants are: [O:1]1[C:5]2=[CH:6][N:7]=[CH:8][CH:9]=[C:4]2[CH:3]=[C:2]1[C:10]([OH:12])=O.[O:13]1[CH2:18][CH2:17][CH:16]([S:19]([C:22]2[CH:23]=[CH:24][C:25]([CH2:28][NH2:29])=[N:26][CH:27]=2)(=[O:21])=[O:20])[CH2:15][CH2:14]1.CCN=C=NCCCN(C)C.C(N(CC)CC)C.C1C=CC2N(O)N=NC=2C=1. Given the product [O:13]1[CH2:18][CH2:17][CH:16]([S:19]([C:22]2[CH:23]=[CH:24][C:25]([CH2:28][NH:29][C:10]([C:2]3[O:1][C:5]4=[CH:6][N:7]=[CH:8][CH:9]=[C:4]4[CH:3]=3)=[O:12])=[N:26][CH:27]=2)(=[O:21])=[O:20])[CH2:15][CH2:14]1, predict the reactants needed to synthesize it. (3) Given the product [C:1]([C:5]1[N:10]=[C:9]([O:11][CH2:12][CH3:13])[C:8]([C:14]2[N:15]([C:35]([N:50]3[CH2:51][CH2:52][N:47]([CH2:53][C:54]([NH2:56])=[O:55])[CH2:48][CH2:49]3)=[O:36])[C@@:16]([C:28]3[CH:29]=[CH:30][C:31]([Cl:34])=[CH:32][CH:33]=3)([CH3:27])[C@@:17]([C:20]3[CH:25]=[CH:24][C:23]([Cl:26])=[CH:22][CH:21]=3)([CH3:19])[N:18]=2)=[CH:7][N:6]=1)([CH3:4])([CH3:2])[CH3:3], predict the reactants needed to synthesize it. The reactants are: [C:1]([C:5]1[N:10]=[C:9]([O:11][CH2:12][CH3:13])[C:8]([C:14]2[N:15]([C:35](Cl)=[O:36])[C:16]([C:28]3[CH:33]=[CH:32][C:31]([Cl:34])=[CH:30][CH:29]=3)([CH3:27])[C:17]([C:20]3[CH:25]=[CH:24][C:23]([Cl:26])=[CH:22][CH:21]=3)([CH3:19])[N:18]=2)=[CH:7][N:6]=1)([CH3:4])([CH3:3])[CH3:2].C(N(CC)CC)C.Cl.Cl.[N:47]1([CH2:53][C:54]([NH2:56])=[O:55])[CH2:52][CH2:51][NH:50][CH2:49][CH2:48]1.